From a dataset of Forward reaction prediction with 1.9M reactions from USPTO patents (1976-2016). Predict the product of the given reaction. Given the reactants [C:1]([O:5][C:6]([NH:8][C:9]1[S:10][CH:11]=[C:12]([O:14][S:15]([C:18]([F:21])([F:20])[F:19])(=[O:17])=[O:16])[N:13]=1)=[O:7])([CH3:4])([CH3:3])[CH3:2].[CH3:22][O:23][C:24]1[CH:31]=[CH:30][C:27]([CH2:28]Cl)=[CH:26][CH:25]=1.C1CCN2C(=NCCC2)CC1, predict the reaction product. The product is: [C:1]([O:5][C:6]([N:8]([CH2:28][C:27]1[CH:30]=[CH:31][C:24]([O:23][CH3:22])=[CH:25][CH:26]=1)[C:9]1[S:10][CH:11]=[C:12]([O:14][S:15]([C:18]([F:20])([F:19])[F:21])(=[O:16])=[O:17])[N:13]=1)=[O:7])([CH3:4])([CH3:2])[CH3:3].